From a dataset of Forward reaction prediction with 1.9M reactions from USPTO patents (1976-2016). Predict the product of the given reaction. (1) The product is: [NH2:1][C:2]([C:4]1[CH:5]=[N:6][C:7]2[C:12]([C:13]=1[NH:14][C:15]1[CH:16]=[C:17]([CH:23]=[CH:24][CH:25]=1)[C:18]([O:20][CH2:21][CH3:22])=[O:19])=[CH:11][CH:10]=[C:9]([C:30]1[CH:31]=[CH:32][CH:33]=[CH:34][C:29]=1[O:28][CH3:27])[CH:8]=2)=[O:3]. Given the reactants [NH2:1][C:2]([C:4]1[CH:5]=[N:6][C:7]2[C:12]([C:13]=1[NH:14][C:15]1[CH:16]=[C:17]([CH:23]=[CH:24][CH:25]=1)[C:18]([O:20][CH2:21][CH3:22])=[O:19])=[CH:11][CH:10]=[C:9](Cl)[CH:8]=2)=[O:3].[CH3:27][O:28][C:29]1[CH:34]=[CH:33][CH:32]=[CH:31][C:30]=1B(O)O.C(=O)([O-])[O-].[K+].[K+], predict the reaction product. (2) Given the reactants I[C:2]1[CH:3]=[N:4][NH:5][CH:6]=1.C([Li])CCC.[N:12]1[CH:17]=[CH:16][CH:15]=[CH:14][C:13]=1[C:18](OCC)=[O:19], predict the reaction product. The product is: [NH:4]1[CH:3]=[C:2]([C:18]([C:13]2[CH:14]=[CH:15][CH:16]=[CH:17][N:12]=2)=[O:19])[CH:6]=[N:5]1. (3) Given the reactants [CH3:1][N:2]1[C:8](=[O:9])[C:7]2[CH:10]=[CH:11][C:12]([N+:14]([O-])=O)=[CH:13][C:6]=2[O:5][CH2:4][CH2:3]1, predict the reaction product. The product is: [NH2:14][C:12]1[CH:11]=[CH:10][C:7]2[C:8](=[O:9])[N:2]([CH3:1])[CH2:3][CH2:4][O:5][C:6]=2[CH:13]=1. (4) Given the reactants [Br:1][C:2]1[N:7]=[C:6]([C@:8]2([CH3:17])[C:13]([F:15])([F:14])[CH2:12][O:11][C:10]([NH2:16])=[N:9]2)[C:5]([F:18])=[CH:4][CH:3]=1.C(N(CC)CC)C.[CH3:26][O:27][C:28]1[CH:49]=[CH:48][C:31]([C:32](Cl)([C:41]2[CH:46]=[CH:45][CH:44]=[CH:43][CH:42]=2)[C:33]2[CH:38]=[CH:37][C:36]([O:39][CH3:40])=[CH:35][CH:34]=2)=[CH:30][CH:29]=1, predict the reaction product. The product is: [CH3:40][O:39][C:36]1[CH:35]=[CH:34][C:33]([C:32]([NH:16][C:10]2[O:11][CH2:12][C:13]([F:14])([F:15])[C@:8]([C:6]3[C:5]([F:18])=[CH:4][CH:3]=[C:2]([Br:1])[N:7]=3)([CH3:17])[N:9]=2)([C:31]2[CH:30]=[CH:29][C:28]([O:27][CH3:26])=[CH:49][CH:48]=2)[C:41]2[CH:46]=[CH:45][CH:44]=[CH:43][CH:42]=2)=[CH:38][CH:37]=1. (5) Given the reactants N[CH2:2][CH:3]1[O:7][CH:6]([O:8][CH:9]([CH:49]2[CH:53]([OH:54])[CH:52]([OH:55])[CH:51]([N:56]3[CH:61]=[CH:60][C:59](=[O:62])[NH:58][C:57]3=[O:63])[O:50]2)[CH:10]([C:46]([OH:48])=[O:47])[NH:11][CH2:12][CH2:13][CH2:14][NH:15][C:16](=[O:45])[CH:17]([CH:40]([OH:44])[CH:41]([CH3:43])[CH3:42])[NH:18][C:19](=[O:39])[CH:20]([CH:32]2[CH2:37][CH2:36][NH:35][C:34](=[NH:38])[NH:33]2)[NH:21][C:22](=[O:31])[NH:23][CH:24]([CH:28]([CH3:30])[CH3:29])[C:25]([OH:27])=[O:26])[CH:5]([O:64][CH3:65])[CH:4]1[OH:66].[CH:67](=O)[C:68]1[CH:73]=[CH:72][CH:71]=[CH:70][CH:69]=1.[BH3-][C:76]#[N:77].[Na+].Cl, predict the reaction product. The product is: [CH2:67]([N:11]([CH:10]([C@@H:9]([O:8][CH:6]1[C@H:5]([O:64][CH3:65])[C@@H:4]([OH:66])[C@@H:3]([CH2:2][NH:77][CH2:76][C:68]2[CH:73]=[CH:72][CH:71]=[CH:70][CH:69]=2)[O:7]1)[C@@H:49]1[C@@H:53]([OH:54])[C@@H:52]([OH:55])[C@H:51]([N:56]2[CH:61]=[CH:60][C:59](=[O:62])[NH:58][C:57]2=[O:63])[O:50]1)[C:46]([OH:48])=[O:47])[CH2:12][CH2:13][CH2:14][NH:15][C:16](=[O:45])[CH:17]([CH:40]([OH:44])[CH:41]([CH3:43])[CH3:42])[NH:18][C:19](=[O:39])[CH:20]([CH:32]1[CH2:37][CH2:36][NH:35][C:34](=[NH:38])[NH:33]1)[NH:21][C:22](=[O:31])[NH:23][CH:24]([CH:28]([CH3:30])[CH3:29])[C:25]([OH:27])=[O:26])[C:68]1[CH:73]=[CH:72][CH:71]=[CH:70][CH:69]=1.